The task is: Predict the reaction yield, written as a fraction of the theoretical maximum amount of product (1.0 means a 100% yield; for example, 0.34 means a 34% yield).. This data is from Reaction yield outcomes from USPTO patents with 853,638 reactions. (1) The reactants are C([O:3][C:4]([C:6]1[NH:7][C:8]([CH:12]=[C:13]2[C:21]3[C:16](=[CH:17][CH:18]=[C:19]([Cl:22])[CH:20]=3)[NH:15][C:14]2=[O:23])=[C:9]([CH3:11])[CH:10]=1)=[O:5])C.[OH-].[K+]. The catalyst is CO.C(O)C. The product is [Cl:22][C:19]1[CH:20]=[C:21]2[C:16](=[CH:17][CH:18]=1)[NH:15][C:14](=[O:23])[C:13]2=[CH:12][C:8]1[NH:7][C:6]([C:4]([OH:5])=[O:3])=[CH:10][C:9]=1[CH3:11]. The yield is 0.700. (2) The reactants are [C:1]1([C:7]([O:9][CH2:10][C@@H:11]2[C@@H:17]([CH2:18][O:19][CH2:20][C:21]3[CH:26]=[CH:25][CH:24]=[CH:23][CH:22]=3)[O:16][CH:13](OC)[CH2:12]2)=[O:8])[CH:6]=[CH:5][CH:4]=[CH:3][CH:2]=1.[SiH](CC)(CC)CC.B(F)(F)F.C([O-])([O-])=O.[K+].[K+]. The catalyst is CC#N.C(Cl)Cl. The product is [C:1]1([C:7]([O:9][CH2:10][C@@H:11]2[C@@H:17]([CH2:18][O:19][CH2:20][C:21]3[CH:26]=[CH:25][CH:24]=[CH:23][CH:22]=3)[O:16][CH2:13][CH2:12]2)=[O:8])[CH:2]=[CH:3][CH:4]=[CH:5][CH:6]=1. The yield is 0.860. (3) The reactants are [C:1]1(=[O:11])[O:6][C:4](=[O:5])[C:3]2=CC=CC=[C:2]12.[NH2:12][C:13]1[CH:14]=[C:15]2[C:19](=[CH:20][CH:21]=1)[NH:18][N:17]=[CH:16]2. The catalyst is CC(C)=O. The product is [NH:18]1[C:19]2[C:15](=[CH:14][C:13]([NH:12][C:1](=[O:11])[CH2:2][CH2:3][C:4]([OH:6])=[O:5])=[CH:21][CH:20]=2)[CH:16]=[N:17]1. The yield is 1.00. (4) The reactants are Cl[C:2]1[CH:7]=[C:6]([Cl:8])[N:5]=[CH:4][N:3]=1.[NH:9]1[CH:13]=[CH:12][CH:11]=[N:10]1.C(=O)([O-])[O-].[Cs+].[Cs+].O. The catalyst is CN(C=O)C. The product is [Cl:8][C:6]1[CH:7]=[C:2]([N:9]2[CH:13]=[CH:12][CH:11]=[N:10]2)[N:3]=[CH:4][N:5]=1. The yield is 0.660. (5) The reactants are [F:1][CH:2]([F:13])[C:3]1[N:8]=[CH:7][C:6]([C@@H:9]([OH:12])[CH2:10][OH:11])=[CH:5][CH:4]=1.[Si:14](Cl)([C:17]([CH3:20])([CH3:19])[CH3:18])([CH3:16])[CH3:15].N1C=CN=C1.O. The catalyst is C(Cl)Cl. The product is [Si:14]([O:11][CH2:10][C@@H:9]([C:6]1[CH:7]=[N:8][C:3]([CH:2]([F:1])[F:13])=[CH:4][CH:5]=1)[OH:12])([C:17]([CH3:20])([CH3:19])[CH3:18])([CH3:16])[CH3:15]. The yield is 0.750. (6) The reactants are [CH2:1]([N:8]1[C:13](=[O:14])[C:12]2[C:15]([CH3:18])=[N:16][O:17][C:11]=2[N:10]=[C:9]1[CH:19](Br)[CH2:20][CH3:21])[C:2]1[CH:7]=[CH:6][CH:5]=[CH:4][CH:3]=1.C(=O)([O-])[O-].[K+].[K+].[C:29]([O:33][C:34](=[O:40])[NH:35][CH2:36][CH2:37][CH2:38][NH2:39])([CH3:32])([CH3:31])[CH3:30].O. The catalyst is C(#N)C. The product is [C:29]([O:33][C:34](=[O:40])[NH:35][CH2:36][CH2:37][CH2:38][NH:39][CH:19]([C:9]1[N:8]([CH2:1][C:2]2[CH:7]=[CH:6][CH:5]=[CH:4][CH:3]=2)[C:13](=[O:14])[C:12]2[C:15]([CH3:18])=[N:16][O:17][C:11]=2[N:10]=1)[CH2:20][CH3:21])([CH3:32])([CH3:30])[CH3:31]. The yield is 0.740. (7) The reactants are [Cl:1][C:2]1[CH:7]=[C:6]([Cl:8])[CH:5]=[CH:4][C:3]=1[C:9]1[N:10]=[C:11](/[CH:16]=[CH:17]/[C:18]2[CH:23]=[CH:22][C:21]([C:24]3[CH:29]=[CH:28][C:27]([OH:30])=[CH:26][CH:25]=3)=[CH:20][CH:19]=2)[N:12]([CH2:14][CH3:15])[CH:13]=1.C[O:32][C:33](=[O:39])[CH:34]([CH3:38])[CH2:35][CH2:36]Br. No catalyst specified. The product is [Cl:1][C:2]1[CH:7]=[C:6]([Cl:8])[CH:5]=[CH:4][C:3]=1[C:9]1[N:10]=[C:11](/[CH:16]=[CH:17]/[C:18]2[CH:23]=[CH:22][C:21]([C:24]3[CH:25]=[CH:26][C:27]([O:30][CH2:36][CH2:35][CH:34]([CH3:38])[C:33]([OH:39])=[O:32])=[CH:28][CH:29]=3)=[CH:20][CH:19]=2)[N:12]([CH2:14][CH3:15])[CH:13]=1. The yield is 0.220. (8) The reactants are [CH3:1][O:2][C:3]1[CH:4]=[C:5]2[C:10](=[CH:11][C:12]=1[O:13][CH3:14])[N:9]=[CH:8][CH:7]=[C:6]2[O:15][C:16]1[C:22]([CH3:23])=[CH:21][C:19]([NH2:20])=[C:18]([CH3:24])[CH:17]=1.Cl[C:26](Cl)([O:28][C:29](=[O:35])OC(Cl)(Cl)Cl)Cl.[N:37]1([CH2:43][CH2:44]CO)[CH2:42][CH2:41][CH2:40][CH2:39][CH2:38]1.C(=O)(O)[O-].[Na+]. The catalyst is C(Cl)Cl.C(N(CC)CC)C.C1(C)C=CC=CC=1. The product is [CH3:1][O:2][C:3]1[CH:4]=[C:5]2[C:10](=[CH:11][C:12]=1[O:13][CH3:14])[N:9]=[CH:8][CH:7]=[C:6]2[O:15][C:16]1[C:22]([CH3:23])=[CH:21][C:19]([NH:20][C:29](=[O:35])[O:28][CH2:26][CH2:44][CH2:43][N:37]2[CH2:42][CH2:41][CH2:40][CH2:39][CH2:38]2)=[C:18]([CH3:24])[CH:17]=1. The yield is 1.00. (9) The reactants are [F:1][C:2]1[CH:11]=[C:10]([F:12])[CH:9]=[C:8]2[C:3]=1[CH:4]=[CH:5][C:6]([C:13](=O)[CH3:14])=[CH:7]2.C([O-])(=O)C.[NH4+].C([BH3-])#[N:22].[Na+]. The catalyst is CO. The product is [F:1][C:2]1[CH:11]=[C:10]([F:12])[CH:9]=[C:8]2[C:3]=1[CH:4]=[CH:5][C:6]([CH:13]([NH2:22])[CH3:14])=[CH:7]2. The yield is 0.380. (10) The reactants are Br[C:2]1[CH:7]=[CH:6][CH:5]=[CH:4][C:3]=1Br.[NH2:9][C:10]1[CH:15]=[CH:14][N:13]=[CH:12][CH:11]=1. No catalyst specified. The product is [N:13]1[CH:14]=[CH:15][C:10]([NH:9][C:3]2[C:2]([NH:9][C:10]3[CH:15]=[CH:14][N:13]=[CH:12][CH:11]=3)=[CH:7][CH:6]=[CH:5][CH:4]=2)=[CH:11][CH:12]=1. The yield is 0.730.